Dataset: Reaction yield outcomes from USPTO patents with 853,638 reactions. Task: Predict the reaction yield, written as a fraction of the theoretical maximum amount of product (1.0 means a 100% yield; for example, 0.34 means a 34% yield). (1) The reactants are [N+:1]([C:4]1[CH:9]=[CH:8][C:7]([C:10]([NH:13][C:14](=[O:20])[O:15][C:16]([CH3:19])([CH3:18])[CH3:17])([CH3:12])[CH3:11])=[CH:6][CH:5]=1)([O-])=O. The catalyst is C(O)C.[Pd]. The product is [NH2:1][C:4]1[CH:9]=[CH:8][C:7]([C:10]([NH:13][C:14](=[O:20])[O:15][C:16]([CH3:19])([CH3:18])[CH3:17])([CH3:12])[CH3:11])=[CH:6][CH:5]=1. The yield is 0.360. (2) The reactants are C(O[C:4]([C@@H:6]1[CH2:10][CH2:9][CH2:8][C@@H:7]1[C:11]1[C:19]2[C:14](=[CH:15][CH:16]=[C:17]([C:20]#[N:21])[CH:18]=2)[NH:13][CH:12]=1)=[O:5])C.O.[OH-].[Li+].C(N(CC)CC)C.Cl.[CH3:33][NH:34][O:35][CH3:36].CCN=C=NCCCN(C)C.Cl. The catalyst is C(O)C.O.C(Cl)Cl. The product is [CH3:36][O:35][N:34]([CH3:33])[C:4]([C@@H:6]1[CH2:10][CH2:9][CH2:8][C@H:7]1[C:11]1[C:19]2[C:14](=[CH:15][CH:16]=[C:17]([C:20]#[N:21])[CH:18]=2)[NH:13][CH:12]=1)=[O:5]. The yield is 0.410. (3) The reactants are C[O:2][C:3]([C:5]1[CH:10]=[C:9]([CH2:11][CH2:12][CH:13]([F:15])[F:14])[CH:8]=[CH:7][N:6]=1)=[O:4].Cl.[OH-].[Na+].[C:19](O[C:19]([O:21][C:22]([CH3:25])([CH3:24])[CH3:23])=[O:20])([O:21][C:22]([CH3:25])([CH3:24])[CH3:23])=[O:20]. The catalyst is CO.[Pt]=O.C(O)(C)(C)C.O. The product is [C:22]([O:21][C:19]([N:6]1[CH2:7][CH2:8][CH:9]([CH2:11][CH2:12][CH:13]([F:15])[F:14])[CH2:10][CH:5]1[C:3]([OH:2])=[O:4])=[O:20])([CH3:25])([CH3:24])[CH3:23]. The yield is 0.880. (4) The reactants are [C:1]([O:5][C:6]([N:8]1[CH2:12][C@H:11]([F:13])[CH2:10][C@H:9]1[C:14]([NH:16][CH2:17][C:18]1[CH:23]=[C:22]([C:24]2[CH:25]=[N:26][C:27]([C:30]([F:33])([F:32])[F:31])=[CH:28][CH:29]=2)[N:21]=[CH:20][C:19]=1[C:34](O)=[O:35])=[O:15])=[O:7])([CH3:4])([CH3:3])[CH3:2].[NH4+].[Cl-].C[N:40](C(ON1N=NC2C=CC=NC1=2)=[N+](C)C)C.F[P-](F)(F)(F)(F)F.CCN(C(C)C)C(C)C. The catalyst is O1CCCC1. The product is [C:34]([C:19]1[C:18]([CH2:17][NH:16][C:14]([C@@H:9]2[CH2:10][C@@H:11]([F:13])[CH2:12][N:8]2[C:6]([O:5][C:1]([CH3:4])([CH3:2])[CH3:3])=[O:7])=[O:15])=[CH:23][C:22]([C:24]2[CH:25]=[N:26][C:27]([C:30]([F:33])([F:31])[F:32])=[CH:28][CH:29]=2)=[N:21][CH:20]=1)(=[O:35])[NH2:40]. The yield is 0.520. (5) The reactants are [CH:1]1([N:7]([CH:18]2[CH2:23][CH2:22][CH2:21][CH2:20][CH2:19]2)[C:8]([NH:10][C:11]2[S:12][C:13]([CH:16]=[O:17])=[CH:14][N:15]=2)=[O:9])[CH2:6][CH2:5][CH2:4][CH2:3][CH2:2]1.[BH4-].[Li+]. The catalyst is CO. The product is [CH:18]1([N:7]([CH:1]2[CH2:6][CH2:5][CH2:4][CH2:3][CH2:2]2)[C:8]([NH:10][C:11]2[S:12][C:13]([CH2:16][OH:17])=[CH:14][N:15]=2)=[O:9])[CH2:19][CH2:20][CH2:21][CH2:22][CH2:23]1. The yield is 0.970. (6) The catalyst is COCC(O)C. The yield is 0.700. The product is [Cl:1][C:2]1[CH:7]=[C:6]([N:15]2[CH2:14][CH2:13][N:12]([C:18]([O:20][C:21]([CH3:24])([CH3:23])[CH3:22])=[O:19])[CH2:17][CH2:16]2)[N:5]2[N:9]=[CH:10][CH:11]=[C:4]2[N:3]=1. The reactants are [Cl:1][C:2]1[CH:7]=[C:6](Cl)[N:5]2[N:9]=[CH:10][CH:11]=[C:4]2[N:3]=1.[N:12]1([C:18]([O:20][C:21]([CH3:24])([CH3:23])[CH3:22])=[O:19])[CH2:17][CH2:16][NH:15][CH2:14][CH2:13]1. (7) The reactants are [F:1][C:2]1[CH:10]=[C:9]2[C:5]([C:6]([C:20]3[CH:21]=[N:22][N:23]([C@H:25]4[CH2:28][C@H:27]([C:29]([OH:31])=[O:30])[CH2:26]4)[CH:24]=3)=[CH:7][N:8]2[S:11]([C:14]2[CH:19]=[CH:18][CH:17]=[CH:16][CH:15]=2)(=[O:13])=[O:12])=[CH:4][CH:3]=1.FC1C=C2C(C(C3C=NN([C@@H]4C[C@H](C(OCC5C=CC=CC=5)=O)C4)C=3)=CN2S(C2C=CC=CC=2)(=O)=O)=CC=1. No catalyst specified. The product is [F:1][C:2]1[CH:10]=[C:9]2[C:5]([C:6]([C:20]3[CH:21]=[N:22][N:23]([C@@H:25]4[CH2:28][C@H:27]([C:29]([OH:31])=[O:30])[CH2:26]4)[CH:24]=3)=[CH:7][N:8]2[S:11]([C:14]2[CH:15]=[CH:16][CH:17]=[CH:18][CH:19]=2)(=[O:12])=[O:13])=[CH:4][CH:3]=1. The yield is 0.880. (8) The reactants are [CH2:1]1[C:11]2[C:12]3[C:3](=[CH:4][CH:5]=[C:6]4[C:16](=[O:17])[O:15][C:13](=[O:14])[C:8](=[CH:9][CH:10]=2)[C:7]4=3)[CH2:2]1.[CH:18]1([NH2:24])[CH2:23][CH2:22][CH2:21][CH2:20][CH2:19]1.O. The catalyst is CC(N(C)C)=O. The product is [CH:18]1([N:24]=[C:16]([C:6]2[C:7]3=[C:12]4[C:3]([CH2:2][CH2:1][C:11]4=[CH:10][CH:9]=[C:8]3[C:13]([OH:15])=[O:14])=[CH:4][CH:5]=2)[OH:17])[CH2:23][CH2:22][CH2:21][CH2:20][CH2:19]1. The yield is 0.985.